Dataset: Forward reaction prediction with 1.9M reactions from USPTO patents (1976-2016). Task: Predict the product of the given reaction. (1) Given the reactants [NH2:1][C:2]1[N:7]=[CH:6][C:5]([C:8]2[CH:13]=[CH:12][C:11]([C:14]([N:16]3[CH2:20][CH2:19][CH2:18][C@@H:17]3[CH2:21][N:22]3[CH2:26][CH2:25][CH2:24][CH2:23]3)=[O:15])=[CH:10][CH:9]=2)=[CH:4][C:3]=1[OH:27].[H-].[Na+].Br[CH2:31][C:32]1[CH:37]=[CH:36][C:35]([F:38])=[CH:34][C:33]=1[C:39]([F:42])([F:41])[F:40], predict the reaction product. The product is: [NH2:1][C:2]1[N:7]=[CH:6][C:5]([C:8]2[CH:9]=[CH:10][C:11]([C:14]([N:16]3[CH2:20][CH2:19][CH2:18][C@@H:17]3[CH2:21][N:22]3[CH2:26][CH2:25][CH2:24][CH2:23]3)=[O:15])=[CH:12][CH:13]=2)=[CH:4][C:3]=1[O:27][CH2:31][C:32]1[CH:37]=[CH:36][C:35]([F:38])=[CH:34][C:33]=1[C:39]([F:41])([F:40])[F:42]. (2) Given the reactants [O:1]1[CH:5]=[N:4][N:3]=[C:2]1[C@H:6]([NH:9]C(=O)OC(C)(C)C)[CH2:7][CH3:8].C(O)(C(F)(F)F)=O.C(=O)([O-])[O-], predict the reaction product. The product is: [O:1]1[CH:5]=[N:4][N:3]=[C:2]1[C@H:6]([NH2:9])[CH2:7][CH3:8].